The task is: Predict the reaction yield, written as a fraction of the theoretical maximum amount of product (1.0 means a 100% yield; for example, 0.34 means a 34% yield).. This data is from Reaction yield outcomes from USPTO patents with 853,638 reactions. (1) The reactants are [CH2:1]([C:3]1([CH2:23][CH3:24])[C:11]2[C:6](=[CH:7][C:8]([N+:16]([O-:18])=[O:17])=[C:9]([NH:12]C(=O)C)[CH:10]=2)[N:5]([CH:19]([CH3:21])[CH3:20])[C:4]1=[O:22])[CH3:2].Cl. The catalyst is C(O)C. The product is [NH2:12][C:9]1[CH:10]=[C:11]2[C:6](=[CH:7][C:8]=1[N+:16]([O-:18])=[O:17])[N:5]([CH:19]([CH3:20])[CH3:21])[C:4](=[O:22])[C:3]2([CH2:23][CH3:24])[CH2:1][CH3:2]. The yield is 0.990. (2) The catalyst is C1COCC1. The yield is 0.380. The reactants are [H-].[Na+].Cl[CH2:4][C:5]([NH:7][CH:8]([C:11]1[CH:16]=[CH:15][C:14]([F:17])=[C:13]([F:18])[CH:12]=1)[CH2:9][OH:10])=[O:6]. The product is [F:18][C:13]1[CH:12]=[C:11]([CH:8]2[NH:7][C:5](=[O:6])[CH2:4][O:10][CH2:9]2)[CH:16]=[CH:15][C:14]=1[F:17]. (3) The reactants are [H-].[Na+].[I:3][C:4]1[C:12]2[C:7](=[CH:8][CH:9]=[CH:10][CH:11]=2)[NH:6][N:5]=1.Br[CH2:14][CH2:15][CH3:16]. The catalyst is C1COCC1.O. The product is [I:3][C:4]1[C:12]2[C:7](=[CH:8][CH:9]=[CH:10][CH:11]=2)[N:6]([CH2:14][CH2:15][CH3:16])[N:5]=1. The yield is 0.560. (4) The reactants are [F:1][C:2]1[CH:3]=[C:4]([CH:9]=[C:10]([F:12])[CH:11]=1)[O:5][CH2:6][CH2:7][OH:8].[CH3:13][S:14](Cl)(=[O:16])=[O:15]. The catalyst is N1C=CC=CC=1. The product is [F:1][C:2]1[CH:3]=[C:4]([CH:9]=[C:10]([F:12])[CH:11]=1)[O:5][CH2:6][CH2:7][O:8][S:14]([CH3:13])(=[O:16])=[O:15]. The yield is 0.510. (5) The catalyst is C1COCC1. The product is [F:26][C:27]1[CH:34]=[CH:33][CH:32]=[C:31]([F:35])[C:28]=1/[CH:29]=[CH:6]/[C:1]([O:3][CH2:4][CH3:5])=[O:2]. The reactants are [C:1]([CH:6]=P(C1C=CC=CC=1)(C1C=CC=CC=1)C1C=CC=CC=1)([O:3][CH2:4][CH3:5])=[O:2].[F:26][C:27]1[CH:34]=[CH:33][CH:32]=[C:31]([F:35])[C:28]=1[CH:29]=O. The yield is 0.940. (6) The reactants are [OH:1][C:2]1[C:6]([C:7]([O:9][CH2:10][CH3:11])=[O:8])=[CH:5][N:4]([C:12]2[CH:17]=[CH:16][CH:15]=[CH:14][CH:13]=2)[N:3]=1.[CH2:18](Br)[C:19]1[CH:24]=[CH:23][CH:22]=[CH:21][CH:20]=1.C(=O)([O-])[O-].[K+].[K+].CN(C)C=O. The catalyst is O. The yield is 0.770. The product is [CH2:18]([O:1][C:2]1[C:6]([C:7]([O:9][CH2:10][CH3:11])=[O:8])=[CH:5][N:4]([C:12]2[CH:17]=[CH:16][CH:15]=[CH:14][CH:13]=2)[N:3]=1)[C:19]1[CH:24]=[CH:23][CH:22]=[CH:21][CH:20]=1.